This data is from Full USPTO retrosynthesis dataset with 1.9M reactions from patents (1976-2016). The task is: Predict the reactants needed to synthesize the given product. (1) The reactants are: [C:1]([O:5][C:6](=[O:27])[NH:7][C:8]1[CH:13]=[C:12]([Cl:14])[CH:11]=[C:10]([NH:15][C:16]([NH:18]C(=O)C2C=CC=CC=2)=[S:17])[CH:9]=1)([CH3:4])([CH3:3])[CH3:2].[OH-].[Na+].Cl. Given the product [C:1]([O:5][C:6](=[O:27])[NH:7][C:8]1[CH:9]=[C:10]([NH:15][C:16]([NH2:18])=[S:17])[CH:11]=[C:12]([Cl:14])[CH:13]=1)([CH3:4])([CH3:2])[CH3:3], predict the reactants needed to synthesize it. (2) Given the product [C:11]([O:10][C:8](=[O:9])[NH:7][C:5]1[CH:6]=[C:2]([C:16]#[C:15][C:17]2[CH:22]=[CH:21][CH:20]=[CH:19][C:18]=2[NH:23][C:24]([NH2:26])=[O:25])[S:3][CH:4]=1)([CH3:14])([CH3:13])[CH3:12], predict the reactants needed to synthesize it. The reactants are: Br[C:2]1[S:3][CH:4]=[C:5]([NH:7][C:8]([O:10][C:11]([CH3:14])([CH3:13])[CH3:12])=[O:9])[CH:6]=1.[C:15]([C:17]1[CH:22]=[CH:21][CH:20]=[CH:19][C:18]=1[NH:23][C:24]([NH2:26])=[O:25])#[CH:16]. (3) Given the product [Br:46][CH2:43][C:39]1[CH:40]=[CH:41][CH:42]=[C:37]([CH2:36][O:35][CH3:34])[CH:38]=1, predict the reactants needed to synthesize it. The reactants are: Cl.C(N(C1C=CC=CC=1)S(C1C=NC(N2C(=O)C(CC3C=NC=CC=3)=C(C)N2)=CC=1)(=O)=O)C.[CH3:34][O:35][CH2:36][C:37]1[CH:38]=[C:39]([CH2:43]O)[CH:40]=[CH:41][CH:42]=1.P(Br)(Br)[Br:46].CO. (4) Given the product [Br:16][C:17]1[N:22]=[CH:21][C:20]([O:23][C@@H:4]2[CH2:3][CH2:2][CH2:14][CH2:13][C@H:5]2[OH:6])=[CH:19][CH:18]=1, predict the reactants needed to synthesize it. The reactants are: Br[C:2]1[CH:14]=[CH:13][C:5]([O:6][C@@H]2CCC[C@H]2O)=[CH:4][C:3]=1F.[Br:16][C:17]1[N:22]=[CH:21][C:20]([OH:23])=[CH:19][CH:18]=1.C12OC1CCCC2. (5) Given the product [C:1]([C:5]1[O:9][C:8]([CH3:10])=[C:7]([C:11]([OH:13])=[O:12])[C:6]=1[CH:14]=[O:15])([CH3:4])([CH3:2])[CH3:3], predict the reactants needed to synthesize it. The reactants are: [C:1]([C:5]1[O:9][C:8]([CH3:10])=[C:7]([C:11]([OH:13])=[O:12])[C:6]=1[CH2:14][OH:15])([CH3:4])([CH3:3])[CH3:2].CC(OI1(OC(C)=O)(OC(C)=O)OC(=O)C2C=CC=CC1=2)=O. (6) Given the product [CH3:33][C:29]1[N:28]=[C:27]([C:19]2[N:20]=[C:21]3[CH:26]=[CH:25][CH:24]=[CH:23][N:22]3[C:18]=2[C:16]2[CH:15]=[CH:14][N:13]=[C:12]([NH:11][CH2:10][CH2:9][CH2:8][NH2:7])[N:17]=2)[CH:32]=[CH:31][CH:30]=1, predict the reactants needed to synthesize it. The reactants are: C(OC(=O)[NH:7][CH2:8][CH2:9][CH2:10][NH:11][C:12]1[N:17]=[C:16]([C:18]2[N:22]3[CH:23]=[CH:24][CH:25]=[CH:26][C:21]3=[N:20][C:19]=2[C:27]2[CH:32]=[CH:31][CH:30]=[C:29]([CH3:33])[N:28]=2)[CH:15]=[CH:14][N:13]=1)(C)(C)C.C(Cl)Cl.C(O)(C(F)(F)F)=O. (7) The reactants are: [N+:1]([C:4]1[CH:5]=[C:6]([CH:10]=[C:11]([N+]([O-])=O)[CH:12]=1)[C:7]([OH:9])=[O:8])([O-:3])=[O:2].[CH3:16][O-:17].[Li+].S(=O)(=O)(O)O. Given the product [CH3:16][O:17][C:11]1[CH:10]=[C:6]([CH:5]=[C:4]([N+:1]([O-:3])=[O:2])[CH:12]=1)[C:7]([OH:9])=[O:8], predict the reactants needed to synthesize it.